From a dataset of Peptide-MHC class II binding affinity with 134,281 pairs from IEDB. Regression. Given a peptide amino acid sequence and an MHC pseudo amino acid sequence, predict their binding affinity value. This is MHC class II binding data. (1) The peptide sequence is VAIKSLTERLYVGGPLTNSR. The MHC is DRB4_0101 with pseudo-sequence DRB4_0103. The binding affinity (normalized) is 0.301. (2) The peptide sequence is PCREQDELIGRGRVS. The MHC is DRB1_1301 with pseudo-sequence DRB1_1301. The binding affinity (normalized) is 0.534. (3) The peptide sequence is KDGRKLVVPCRPQDELI. The MHC is DRB5_0101 with pseudo-sequence DRB5_0101. The binding affinity (normalized) is 0.247. (4) The peptide sequence is KPAAAATATATSAVG. The MHC is HLA-DQA10104-DQB10503 with pseudo-sequence HLA-DQA10104-DQB10503. The binding affinity (normalized) is 0.204. (5) The peptide sequence is ASTEYTPIGDNKA. The MHC is DRB4_0101 with pseudo-sequence DRB4_0103. The binding affinity (normalized) is 0. (6) The binding affinity (normalized) is 0.101. The MHC is DRB1_0405 with pseudo-sequence DRB1_0405. The peptide sequence is KIPKKASEGAVDIIN. (7) The peptide sequence is GELQQVDKIDAAFKI. The MHC is DRB1_1501 with pseudo-sequence DRB1_1501. The binding affinity (normalized) is 0.314.